This data is from Full USPTO retrosynthesis dataset with 1.9M reactions from patents (1976-2016). The task is: Predict the reactants needed to synthesize the given product. (1) Given the product [F:33][C:2]([F:1])([C:18]1[N:22]2[CH:23]=[C:24]([C:27]3[CH:28]=[N:29][N:30]([CH3:32])[CH:31]=3)[CH:25]=[CH:26][C:21]2=[N:20][N:19]=1)[C:3]1[CH:4]=[CH:5][C:6]2[N:7]([CH:9]=[C:10]([NH2:12])[N:11]=2)[N:8]=1, predict the reactants needed to synthesize it. The reactants are: [F:1][C:2]([F:33])([C:18]1[N:22]2[CH:23]=[C:24]([C:27]3[CH:28]=[N:29][N:30]([CH3:32])[CH:31]=3)[CH:25]=[CH:26][C:21]2=[N:20][N:19]=1)[C:3]1[CH:4]=[CH:5][C:6]2[N:7]([CH:9]=[C:10]([NH:12]C(C3CC3)=O)[N:11]=2)[N:8]=1.CO.O. (2) Given the product [NH2:12][C@H:13]([C:15]([O-:17])=[O:16])[CH3:14].[Sr+2:10].[NH2:12][C@H:13]([C:15]([O-:17])=[O:16])[CH3:14], predict the reactants needed to synthesize it. The reactants are: O.O.O.O.O.O.O.O.[OH-].[Sr+2:10].[OH-].[NH2:12][C@H:13]([C:15]([OH:17])=[O:16])[CH3:14]. (3) Given the product [F:1][C:2]1[CH:7]=[C:6]([C:8]2[CH:13]=[C:12]([C:14]([NH2:25])=[O:15])[CH:11]=[C:10]([N:17]([CH2:19][CH2:20][OH:21])[CH3:18])[N:9]=2)[CH:5]=[CH:4][N:3]=1, predict the reactants needed to synthesize it. The reactants are: [F:1][C:2]1[CH:7]=[C:6]([C:8]2[CH:13]=[C:12]([C:14](O)=[O:15])[CH:11]=[C:10]([N:17]([CH2:19][CH2:20][OH:21])[CH3:18])[N:9]=2)[CH:5]=[CH:4][N:3]=1.[NH4+].[Cl-].C[N:25](C(ON1N=NC2C=CC=NC1=2)=[N+](C)C)C.F[P-](F)(F)(F)(F)F. (4) Given the product [CH3:24][C:23]1[C:18]([C:16]2[CH:15]=[CH:14][N:13]=[C:12]([NH:11][C:8]3[CH:9]=[CH:10][C:5]([C:4]([OH:25])=[O:3])=[CH:6][CH:7]=3)[N:17]=2)=[N:19][CH:20]=[CH:21][N:22]=1, predict the reactants needed to synthesize it. The reactants are: C([O:3][C:4](=[O:25])[C:5]1[CH:10]=[CH:9][C:8]([NH:11][C:12]2[N:17]=[C:16]([C:18]3[C:23]([CH3:24])=[N:22][CH:21]=[CH:20][N:19]=3)[CH:15]=[CH:14][N:13]=2)=[CH:7][CH:6]=1)C.C(OC(=O)C1C=CC(NC2N=C(C3C=NC=CC=3)C=CN=2)=CC=1)C. (5) Given the product [F:1][C:2]1[CH:3]=[N:4][C:5]2[C:10]([C:11]=1[CH2:12][CH2:13][CH2:14][CH:15]1[CH2:20][CH2:19][N:18]([CH2:34][CH2:35][S:36][C:37]3[S:38][CH:39]=[CH:40][CH:41]=3)[CH2:17][CH:16]1[CH2:21][C:22]([O:24][CH3:27])=[O:23])=[CH:9][C:8]([O:25][CH3:26])=[CH:7][CH:6]=2, predict the reactants needed to synthesize it. The reactants are: [F:1][C:2]1[CH:3]=[N:4][C:5]2[C:10]([C:11]=1[CH2:12][CH2:13][CH2:14][CH:15]1[CH2:20][CH2:19][NH:18][CH2:17][CH:16]1[CH2:21][C:22]([O-:24])=[O:23])=[CH:9][C:8]([O:25][CH3:26])=[CH:7][CH:6]=2.[C:27](=O)([O-])[O-].[K+].[K+].Br[CH2:34][CH2:35][S:36][C:37]1[S:38][CH:39]=[CH:40][CH:41]=1.O.